From a dataset of HIV replication inhibition screening data with 41,000+ compounds from the AIDS Antiviral Screen. Binary Classification. Given a drug SMILES string, predict its activity (active/inactive) in a high-throughput screening assay against a specified biological target. (1) The result is 0 (inactive). The molecule is COc1cc(C(=O)NC(CCN)(c2ccccc2)c2ccccc2)cc(OC)c1OC. (2) The compound is Clc1cc(Cl)nc(Nc2ccc3c(c2)CCC3)n1. The result is 0 (inactive).